From a dataset of Reaction yield outcomes from USPTO patents with 853,638 reactions. Predict the reaction yield, written as a fraction of the theoretical maximum amount of product (1.0 means a 100% yield; for example, 0.34 means a 34% yield). (1) The reactants are Cl[C:2]1[CH:7]=[C:6]([CH2:8][CH3:9])[N:5]=[C:4]([CH:10]2[CH2:14][CH2:13][CH2:12][CH2:11]2)[N:3]=1.[NH2:15][C:16]1[CH:24]=[CH:23][C:19]([CH2:20][CH2:21][OH:22])=[CH:18][CH:17]=1. No catalyst specified. The product is [CH:10]1([C:4]2[N:3]=[C:2]([NH:15][C:16]3[CH:24]=[CH:23][C:19]([CH2:20][CH2:21][OH:22])=[CH:18][CH:17]=3)[CH:7]=[C:6]([CH2:8][CH3:9])[N:5]=2)[CH2:14][CH2:13][CH2:12][CH2:11]1. The yield is 0.920. (2) The reactants are [F:1][C:2]1[CH:44]=[CH:43][C:5]([O:6][C:7]2[C:8]([NH:23][C:24]3[S:28][N:27]=[C:26]([CH2:29][CH:30]4[CH2:35][CH2:34][N:33](C(OC(C)(C)C)=O)[CH2:32][CH2:31]4)[N:25]=3)=[N:9][CH:10]=[C:11]([S:13][C:14]3[CH:19]=[CH:18][N:17]=[C:16]4[CH:20]=[CH:21][S:22][C:15]=34)[CH:12]=2)=[CH:4][CH:3]=1.CO.C(Cl)[Cl:48].[ClH:50]. The catalyst is O1CCOCC1. The product is [ClH:48].[ClH:50].[ClH:48].[F:1][C:2]1[CH:3]=[CH:4][C:5]([O:6][C:7]2[C:8]([NH:23][C:24]3[S:28][N:27]=[C:26]([CH2:29][CH:30]4[CH2:31][CH2:32][NH:33][CH2:34][CH2:35]4)[N:25]=3)=[N:9][CH:10]=[C:11]([S:13][C:14]3[CH:19]=[CH:18][N:17]=[C:16]4[CH:20]=[CH:21][S:22][C:15]=34)[CH:12]=2)=[CH:43][CH:44]=1. The yield is 1.00. (3) The reactants are [OH-].[Na+].C[O:4][C:5]([C:7]1[CH:11]=[C:10]([C:12]2[S:13][C:14]([C:17]3[CH:22]=[CH:21][CH:20]=[C:19]([S:23]([CH3:26])(=[O:25])=[O:24])[CH:18]=3)=[CH:15][CH:16]=2)[N:9]([C:27]2[CH:32]=[CH:31][CH:30]=[CH:29][C:28]=2[Cl:33])[N:8]=1)=[O:6]. The catalyst is CO. The product is [Cl:33][C:28]1[CH:29]=[CH:30][CH:31]=[CH:32][C:27]=1[N:9]1[C:10]([C:12]2[S:13][C:14]([C:17]3[CH:22]=[CH:21][CH:20]=[C:19]([S:23]([CH3:26])(=[O:24])=[O:25])[CH:18]=3)=[CH:15][CH:16]=2)=[CH:11][C:7]([C:5]([OH:6])=[O:4])=[N:8]1. The yield is 0.860. (4) The reactants are Cl[C:2]([O:4][CH2:5][C:6]1[CH:11]=[CH:10][CH:9]=[CH:8][CH:7]=1)=[O:3].[CH3:12][C:13]1[C:18]([NH2:19])=[C:17]([CH3:20])[CH:16]=[C:15]([N:21]2[CH2:26][CH2:25][O:24][CH2:23][CH2:22]2)[N:14]=1.C(N(CC)C(C)C)(C)C. The catalyst is ClCCCl. The product is [CH2:5]([O:4][C:2](=[O:3])[NH:19][C:18]1[C:13]([CH3:12])=[N:14][C:15]([N:21]2[CH2:26][CH2:25][O:24][CH2:23][CH2:22]2)=[CH:16][C:17]=1[CH3:20])[C:6]1[CH:11]=[CH:10][CH:9]=[CH:8][CH:7]=1. The yield is 0.310. (5) The reactants are C(O[BH-](OC(=O)C)OC(=O)C)(=O)C.[Na+].[Cl:15][C:16]1[C:25]2[C:20](=[CH:21][C:22]([CH:26]=O)=[CH:23][CH:24]=2)[N:19]=[C:18]([CH3:28])[CH:17]=1.[NH2:29][C:30]1[CH:37]=[CH:36][C:33]([C:34]#[N:35])=[CH:32][CH:31]=1.C(O)(=O)C. The catalyst is ClCCCl. The product is [Cl:15][C:16]1[C:25]2[C:20](=[CH:21][C:22]([CH2:26][NH:29][C:30]3[CH:37]=[CH:36][C:33]([C:34]#[N:35])=[CH:32][CH:31]=3)=[CH:23][CH:24]=2)[N:19]=[C:18]([CH3:28])[CH:17]=1. The yield is 0.640. (6) The reactants are [CH2:1]1[C:10]2[C:5](=[CH:6][CH:7]=[CH:8][CH:9]=2)[CH2:4][CH2:3][NH:2]1.CN(C)C=O.F[C:17]1[CH:22]=[CH:21][C:20]([C:23]([F:26])([F:25])[F:24])=[CH:19][C:18]=1[N+:27]([O-:29])=[O:28]. The catalyst is O. The product is [N+:27]([C:18]1[CH:19]=[C:20]([C:23]([F:24])([F:25])[F:26])[CH:21]=[CH:22][C:17]=1[N:2]1[CH2:3][CH2:4][C:5]2[C:10](=[CH:9][CH:8]=[CH:7][CH:6]=2)[CH2:1]1)([O-:29])=[O:28]. The yield is 0.999. (7) The reactants are C(=O)([O-])[O-].[Na+].[Na+].Br[C:8]1[CH:20]=[CH:19][C:11]([C:12]([O:14][C:15]([CH3:18])([CH3:17])[CH3:16])=[O:13])=[C:10]([N+:21]([O-:23])=[O:22])[CH:9]=1.[N:24]1[CH:29]=[CH:28][C:27](B(O)O)=[CH:26][CH:25]=1. The catalyst is C(COC)OC.O.C1C=CC(P(C2C=CC=CC=2)C2C=CC=CC=2)=CC=1.C1C=CC(P(C2C=CC=CC=2)C2C=CC=CC=2)=CC=1.Cl[Pd]Cl. The product is [N+:21]([C:10]1[CH:9]=[C:8]([C:27]2[CH:28]=[CH:29][N:24]=[CH:25][CH:26]=2)[CH:20]=[CH:19][C:11]=1[C:12]([O:14][C:15]([CH3:18])([CH3:17])[CH3:16])=[O:13])([O-:23])=[O:22]. The yield is 0.820. (8) The reactants are [ClH:1].[NH2:2][C@H:3]1[CH2:9][CH2:8][CH2:7][CH2:6][CH2:5][C@H:4]1[C:10]([OH:12])=[O:11].[CH:13]1C=CC=CC=1.C[Si](C=[N+]=[N-])(C)C. The catalyst is CO.ClCCl. The product is [ClH:1].[CH3:13][O:11][C:10]([C@@H:4]1[CH2:5][CH2:6][CH2:7][CH2:8][CH2:9][C@@H:3]1[NH2:2])=[O:12]. The yield is 0.990. (9) The reactants are C(N(CC)CC)C.P(Cl)(Cl)(Cl)=O.[CH3:13][C@H:14]1[CH2:19][N:18]([C:20]2[CH:25]=[CH:24][C:23]([O:26][C:27]([F:30])([F:29])[F:28])=[CH:22][CH:21]=2)[CH2:17][C@@H:16]([CH3:31])[N:15]1[S:32]([C:35]1[CH:43]=[CH:42][CH:41]=[C:40]2[C:36]=1[CH2:37][CH:38]([C:44]([NH2:46])=O)[CH2:39]2)(=[O:34])=[O:33]. The catalyst is ClC(Cl)C. The product is [CH3:13][C@H:14]1[CH2:19][N:18]([C:20]2[CH:25]=[CH:24][C:23]([O:26][C:27]([F:29])([F:28])[F:30])=[CH:22][CH:21]=2)[CH2:17][C@@H:16]([CH3:31])[N:15]1[S:32]([C:35]1[CH:43]=[CH:42][CH:41]=[C:40]2[C:36]=1[CH2:37][CH:38]([C:44]#[N:46])[CH2:39]2)(=[O:34])=[O:33]. The yield is 0.0900.